From a dataset of Full USPTO retrosynthesis dataset with 1.9M reactions from patents (1976-2016). Predict the reactants needed to synthesize the given product. (1) Given the product [C:28]([NH:27][C:23]1[CH:22]=[C:21]([N:15]([CH2:16][CH2:17][CH:18]([CH3:20])[CH3:19])[C:13](=[O:14])[NH:12][C:10]2[S:11][C:7]([S:6][CH2:5][C:4]([OH:31])=[O:3])=[CH:8][N:9]=2)[CH:26]=[CH:25][CH:24]=1)(=[O:30])[CH3:29], predict the reactants needed to synthesize it. The reactants are: C([O:3][C:4](=[O:31])[CH2:5][S:6][C:7]1[S:11][C:10]([NH:12][C:13]([N:15]([C:21]2[CH:26]=[CH:25][CH:24]=[C:23]([NH:27][C:28](=[O:30])[CH3:29])[CH:22]=2)[CH2:16][CH2:17][CH:18]([CH3:20])[CH3:19])=[O:14])=[N:9][CH:8]=1)C.C1(CN(C2C=CC(F)=C(F)C=2)C(=O)NC2SC=C(CC(O)=O)N=2)CCCC1.NC1C=C(NC(=O)C)C=CC=1.C(OC(=O)CSC1SC(N)=NC=1)C. (2) Given the product [O:14]1[C:13]2([CH2:18][CH2:19][CH:11]([CH2:5][CH2:4][OH:20])[CH2:12]2)[O:17][CH2:16][CH2:15]1, predict the reactants needed to synthesize it. The reactants are: C(S[C:4](=[O:20])[CH:5]([CH:11]1[CH2:19][CH2:18][C:13]2([O:17][CH2:16][CH2:15][O:14]2)[CH2:12]1)C(SCC)=O)C. (3) Given the product [ClH:20].[F:1][C:2]1([F:19])[CH2:7][CH2:6][CH2:5][CH2:4][CH:3]1[NH2:8], predict the reactants needed to synthesize it. The reactants are: [F:1][C:2]1([F:19])[CH2:7][CH2:6][CH2:5][CH2:4][CH:3]1[NH:8]C(=O)OCC1C=CC=CC=1.[ClH:20]. (4) Given the product [Br:11][C:12]1[S:16][C:15]([N+:24]([O-:26])=[O:25])=[N:14][CH:13]=1, predict the reactants needed to synthesize it. The reactants are: C(=O)(OC1C=CC=CC=1)N.[Br:11][C:12]1[S:16][C:15](N)=[N:14][CH:13]=1.F[B-](F)(F)F.[H+].[N:24]([O-:26])=[O:25].[Na+].